Predict the product of the given reaction. From a dataset of Forward reaction prediction with 1.9M reactions from USPTO patents (1976-2016). (1) The product is: [CH2:24]([O:26][CH:27]([N:29]1[CH:33]=[C:32]([C:2]2[CH:23]=[CH:22][C:5]3[O:6][CH2:7][CH2:8][N:9]([C:10]4[S:11][C:12]5[C:13](=[O:21])[NH:14][C:15]([CH3:20])([CH3:19])[CH2:16][C:17]=5[N:18]=4)[C:4]=3[CH:3]=2)[CH:31]=[N:30]1)[CH3:28])[CH3:25]. Given the reactants Br[C:2]1[CH:23]=[CH:22][C:5]2[O:6][CH2:7][CH2:8][N:9]([C:10]3[S:11][C:12]4[C:13](=[O:21])[NH:14][C:15]([CH3:20])([CH3:19])[CH2:16][C:17]=4[N:18]=3)[C:4]=2[CH:3]=1.[CH2:24]([O:26][CH:27]([N:29]1[CH:33]=[C:32](B2OC(C)(C)C(C)(C)O2)[CH:31]=[N:30]1)[CH3:28])[CH3:25].C([O-])([O-])=O.[Na+].[Na+].CO.C(Cl)Cl, predict the reaction product. (2) Given the reactants [Br:1][C:2]1[CH:3]=[N:4][CH:5]=[C:6]([CH:10]=1)[C:7](O)=[O:8].N1C=CC=CC=1.Cl.[CH3:18][O:19][NH:20][CH3:21].O, predict the reaction product. The product is: [Br:1][C:2]1[CH:3]=[N:4][CH:5]=[C:6]([CH:10]=1)[C:7]([N:20]([O:19][CH3:18])[CH3:21])=[O:8]. (3) Given the reactants C1(P(C2C=CC=CC=2)C2C=CC=CC=2)C=CC=CC=1.[N:20]([C@@H:23]1[C@H:27]2[O:28][CH2:29][C@H:30]([C:31]#[C:32][C:33]3[CH:41]=[CH:40][C:36]4[O:37][CH2:38][O:39][C:35]=4[CH:34]=3)[C@H:26]2[O:25][CH2:24]1)=[N+]=[N-], predict the reaction product. The product is: [O:37]1[C:36]2[CH:40]=[CH:41][C:33]([C:32]#[C:31][C@@H:30]3[C@H:26]4[O:25][CH2:24][C@H:23]([NH2:20])[C@H:27]4[O:28][CH2:29]3)=[CH:34][C:35]=2[O:39][CH2:38]1. (4) Given the reactants [CH3:1][N:2]1[C:6]2[CH:7]=[CH:8][C:9]([C:11]3[CH:31]=[CH:30][C:14]([C:15]([N:17]4[CH2:22][CH2:21][N:20](C(OC(C)(C)C)=O)[CH2:19][CH2:18]4)=[O:16])=[CH:13][CH:12]=3)=[CH:10][C:5]=2[NH:4][NH:3]1.[ClH:32], predict the reaction product. The product is: [ClH:32].[CH3:1][N:2]1[C:6]2[CH:7]=[CH:8][C:9]([C:11]3[CH:31]=[CH:30][C:14]([C:15]([N:17]4[CH2:22][CH2:21][NH:20][CH2:19][CH2:18]4)=[O:16])=[CH:13][CH:12]=3)=[CH:10][C:5]=2[NH:4][NH:3]1. (5) Given the reactants [Cl:1][C:2]1[CH:7]=[C:6]([O:8][CH3:9])[CH:5]=[CH:4][C:3]=1[CH2:10][CH:11]=O.C1(P(=[CH:32][C:33]([O:35][C:36]([CH3:39])([CH3:38])[CH3:37])=[O:34])(C2C=CC=CC=2)C2C=CC=CC=2)C=CC=CC=1, predict the reaction product. The product is: [Cl:1][C:2]1[CH:7]=[C:6]([O:8][CH3:9])[CH:5]=[CH:4][C:3]=1[CH2:10]/[CH:11]=[CH:32]/[C:33]([O:35][C:36]([CH3:39])([CH3:38])[CH3:37])=[O:34].